Task: Binary Classification. Given a drug SMILES string, predict its activity (active/inactive) in a high-throughput screening assay against a specified biological target.. Dataset: SARS-CoV-2 main protease (3CLPro) crystallographic fragment screen with 879 compounds (1) The drug is COC(=O)[C@H]1CN(C(C)=O)C[C@H]1c1ccccc1. The result is 0 (inactive). (2) The result is 0 (inactive). The drug is CC(NC(=O)C1CCCC1)C(=O)O. (3) The compound is CC(=O)c1ccc(NC(=O)CN2CCCC2)cc1. The result is 0 (inactive). (4) The molecule is CC(C)n1cnc(S(N)(=O)=O)c1. The result is 0 (inactive).